This data is from Forward reaction prediction with 1.9M reactions from USPTO patents (1976-2016). The task is: Predict the product of the given reaction. (1) Given the reactants [CH3:1][O:2][C:3]([NH:5][C@H:6]([C:10]([N:12]1[CH2:16][C@@H:15]([CH3:17])[CH2:14][C@H:13]1[C:18]1[NH:22][C:21]2[C:23]3[C:28]([CH:29]=[CH:30][C:20]=2[N:19]=1)=[CH:27][C:26]1[C:31]2[C:36]([CH2:37][O:38][C:25]=1[CH:24]=3)=[CH:35][C:34]([C:39]1[NH:43][C:42]([C@@H:44]3[CH2:48][CH2:47][CH2:46][N:45]3[C:49](OC(C)(C)C)=[O:50])=[N:41][CH:40]=1)=[CH:33][CH:32]=2)=[O:11])[CH:7]([CH3:9])[CH3:8])=[O:4].Cl.[CH3:57][O:58][C:59]([NH:61][C@H:62]([C:66]1[CH:71]=[CH:70][CH:69]=[CH:68][CH:67]=1)C(O)=O)=[O:60].CCOC(C(C#N)=NOC(N1CCOCC1)=[N+](C)C)=O.F[P-](F)(F)(F)(F)F.CCN(C(C)C)C(C)C, predict the reaction product. The product is: [CH3:1][O:2][C:3]([NH:5][C@@H:6]([CH:7]([CH3:9])[CH3:8])[C:10]([N:12]1[CH2:16][C@@H:15]([CH3:17])[CH2:14][C@H:13]1[C:18]1[NH:22][C:21]2[C:23]3[C:28]([CH:29]=[CH:30][C:20]=2[N:19]=1)=[CH:27][C:26]1[C:31]2[C:36]([CH2:37][O:38][C:25]=1[CH:24]=3)=[CH:35][C:34]([C:39]1[NH:43][C:42]([C@@H:44]3[CH2:48][CH2:47][CH2:46][N:45]3[C:49](=[O:50])[C@H:62]([NH:61][C:59](=[O:60])[O:58][CH3:57])[C:66]3[CH:71]=[CH:70][CH:69]=[CH:68][CH:67]=3)=[N:41][CH:40]=1)=[CH:33][CH:32]=2)=[O:11])=[O:4]. (2) Given the reactants [CH2:1]([O:3][C:4](=[O:17])[CH2:5][CH2:6][N:7]1[C:11]2[N:12]=[CH:13][N:14]=[C:15](Cl)[C:10]=2[CH:9]=[CH:8]1)[CH3:2].[F:18][C:19]([F:29])([F:28])[O:20][C:21]1[CH:27]=[CH:26][C:24]([NH2:25])=[CH:23][CH:22]=1, predict the reaction product. The product is: [CH2:1]([O:3][C:4](=[O:17])[CH2:5][CH2:6][N:7]1[C:11]2[N:12]=[CH:13][N:14]=[C:15]([NH:25][C:24]3[CH:26]=[CH:27][C:21]([O:20][C:19]([F:18])([F:28])[F:29])=[CH:22][CH:23]=3)[C:10]=2[CH:9]=[CH:8]1)[CH3:2].[C:4]([OH:17])([C:19]([F:18])([F:28])[F:29])=[O:3]. (3) Given the reactants [CH3:1][O:2][C:3](=[O:27])[CH2:4][C:5]1[CH:6]=[C:7]([C:13]2[CH:18]=[CH:17][C:16]([C:19]([F:22])([F:21])[F:20])=[CH:15][C:14]=2[CH2:23][NH:24][CH2:25][CH3:26])[C:8]([O:11][CH3:12])=[CH:9][CH:10]=1.[CH:28]([N:31]([CH:34]([CH3:36])C)[CH2:32]C)([CH3:30])C.C(Cl)(Cl)=[O:38].N1CCCC1, predict the reaction product. The product is: [CH3:1][O:2][C:3](=[O:27])[CH2:4][C:5]1[CH:6]=[C:7]([C:13]2[CH:18]=[CH:17][C:16]([C:19]([F:21])([F:20])[F:22])=[CH:15][C:14]=2[CH2:23][N:24]([CH2:25][CH3:26])[C:32]([N:31]2[CH2:28][CH2:30][CH2:36][CH2:34]2)=[O:38])[C:8]([O:11][CH3:12])=[CH:9][CH:10]=1. (4) Given the reactants [Cl:1][C:2]1[C:11]2[C:6](=[CH:7][CH:8]=[C:9]([C:12]([CH:14]3[CH2:17][N:16]([C:18]([O:20][C:21]([CH3:24])([CH3:23])[CH3:22])=[O:19])[CH2:15]3)=[O:13])[CH:10]=2)[N:5]=[C:4]([O:25][CH3:26])[C:3]=1[CH2:27][C:28]1[CH:33]=[CH:32][C:31]([C:34]([F:37])([F:36])[F:35])=[CH:30][CH:29]=1.[CH2:38]([Mg]Br)[CH3:39], predict the reaction product. The product is: [C:21]([O:20][C:18]([N:16]1[CH2:17][CH:14]([C:12]([C:9]2[CH:10]=[C:11]3[C:6](=[CH:7][CH:8]=2)[N:5]=[C:4]([O:25][CH3:26])[C:3]([CH2:27][C:28]2[CH:33]=[CH:32][C:31]([C:34]([F:36])([F:35])[F:37])=[CH:30][CH:29]=2)=[C:2]3[Cl:1])([OH:13])[CH2:38][CH3:39])[CH2:15]1)=[O:19])([CH3:22])([CH3:24])[CH3:23]. (5) The product is: [CH3:18][N:12]1[C:11]2[CH:13]=[CH:14][CH:15]=[CH:16][C:10]=2[N:9]=[C:8]1[C:5]1[CH:4]=[CH:3][C:2]([I:1])=[CH:7][CH:6]=1. Given the reactants [I:1][C:2]1[CH:7]=[CH:6][C:5]([C:8]2[NH:9][C:10]3[CH:16]=[CH:15][CH:14]=[CH:13][C:11]=3[N:12]=2)=[CH:4][CH:3]=1.I[CH3:18].[H-].[Na+], predict the reaction product. (6) Given the reactants CC(OC(/N=N/C(OC(C)C)=O)=O)C.[OH:15][C:16]1[CH:17]=[C:18]([CH:23]=[C:24]([O:26][CH2:27][C:28]2[CH:33]=[CH:32][CH:31]=[CH:30][CH:29]=2)[CH:25]=1)[C:19]([O:21][CH3:22])=[O:20].[CH3:34][O:35][CH2:36][C@@H:37](O)[CH3:38].C1(P(C2C=CC=CC=2)C2C=CC=CC=2)C=CC=CC=1, predict the reaction product. The product is: [CH3:38][C@@H:37]([O:15][C:16]1[CH:17]=[C:18]([CH:23]=[C:24]([O:26][CH2:27][C:28]2[CH:33]=[CH:32][CH:31]=[CH:30][CH:29]=2)[CH:25]=1)[C:19]([O:21][CH3:22])=[O:20])[CH2:36][O:35][CH3:34]. (7) Given the reactants [C:1]([CH2:4][N:5]1[CH2:10][CH2:9][N:8](C(OCC2C=CC=CC=2)=O)[CH2:7][CH2:6]1)(=[O:3])[CH3:2], predict the reaction product. The product is: [C:1]([CH2:4][N:5]1[CH2:10][CH2:9][NH:8][CH2:7][CH2:6]1)(=[O:3])[CH3:2].